Task: Predict the reactants needed to synthesize the given product.. Dataset: Full USPTO retrosynthesis dataset with 1.9M reactions from patents (1976-2016) (1) Given the product [CH:12]([C:15]1[C:16]([NH2:21])=[N:17][N:18]2[CH:9]=[CH:8][CH:7]=[N:20][C:19]=12)([CH3:14])[CH3:13], predict the reactants needed to synthesize it. The reactants are: C(O)(=O)C.CN(C)[CH:7]=[CH:8][CH:9]=O.[CH:12]([C:15]1[C:16]([NH2:21])=[N:17][NH:18][C:19]=1[NH2:20])([CH3:14])[CH3:13]. (2) Given the product [Cl:16][C:2]1[C:7]([N+:8]([O-:10])=[O:9])=[CH:6][CH:5]=[CH:4][C:3]=1[OH:11], predict the reactants needed to synthesize it. The reactants are: N[C:2]1[C:7]([N+:8]([O-:10])=[O:9])=[CH:6][CH:5]=[CH:4][C:3]=1[OH:11].N([O-])=O.[Na+].[ClH:16]. (3) Given the product [CH3:38][CH:35]1[CH2:36][CH2:37][CH:32]([C:30](=[O:31])[CH2:29][N:23]2[CH2:22][CH2:21][CH:20]([N:16]3[C:15]4[CH:26]=[CH:27][C:12]([S:9]([CH3:8])(=[O:10])=[O:11])=[CH:13][C:14]=4[NH:18][C:17]3=[O:19])[CH2:25][CH2:24]2)[CH2:33][CH2:34]1, predict the reactants needed to synthesize it. The reactants are: FC(F)(F)C(O)=O.[CH3:8][S:9]([C:12]1[CH:27]=[CH:26][C:15]2[N:16]([CH:20]3[CH2:25][CH2:24][NH:23][CH2:22][CH2:21]3)[C:17](=[O:19])[NH:18][C:14]=2[CH:13]=1)(=[O:11])=[O:10].Cl[CH2:29][C:30]([CH:32]1[CH2:37][CH2:36][CH:35]([CH3:38])[CH2:34][CH2:33]1)=[O:31]. (4) Given the product [CH2:1]([O:8][C:9]1[CH:14]=[CH:13][C:12]([CH2:15][C@H:16]([NH:20][C:21](=[O:27])[O:22][C:23]([CH3:25])([CH3:24])[CH3:26])[C@H:17]([OH:18])[CH2:19][NH:38][CH2:28][C:37]2[CH:36]=[CH:35][CH:34]=[C:33]([O:42][CH3:39])[CH:32]=2)=[CH:11][CH:10]=1)[C:2]1[CH:3]=[CH:4][CH:5]=[CH:6][CH:7]=1, predict the reactants needed to synthesize it. The reactants are: [CH2:1]([O:8][C:9]1[CH:14]=[CH:13][C:12]([CH2:15][C@H:16]([NH:20][C:21](=[O:27])[O:22][C:23]([CH3:26])([CH3:25])[CH3:24])[C@H:17]2[CH2:19][O:18]2)=[CH:11][CH:10]=1)[C:2]1[CH:7]=[CH:6][CH:5]=[CH:4][CH:3]=1.[C@@H:28]1([NH2:38])[C:37]2[C:32](=[CH:33][CH:34]=[CH:35][CH:36]=2)CCC1.[CH:39]([OH:42])(C)C. (5) The reactants are: Br[C:2]1[CH:3]=[CH:4][C:5]([Cl:19])=[C:6]([CH:18]=1)[CH2:7][C:8]1[CH:17]=[CH:16][C:11]2[O:12][CH2:13][CH2:14][O:15][C:10]=2[CH:9]=1.C([Li])CCC.[CH2:25]([O:32][C@@H:33]1[C@@H:38]([O:39][CH2:40][C:41]2[CH:46]=[CH:45][CH:44]=[CH:43][CH:42]=2)[C@H:37]([O:47][CH2:48][C:49]2[CH:54]=[CH:53][CH:52]=[CH:51][CH:50]=2)[C@@H:36]([CH2:55][O:56][CH2:57][C:58]2[CH:63]=[CH:62][CH:61]=[CH:60][CH:59]=2)[S:35][C:34]1=[O:64])[C:26]1[CH:31]=[CH:30][CH:29]=[CH:28][CH:27]=1. Given the product [CH2:25]([O:32][C@@H:33]1[C@@H:38]([O:39][CH2:40][C:41]2[CH:46]=[CH:45][CH:44]=[CH:43][CH:42]=2)[C@H:37]([O:47][CH2:48][C:49]2[CH:50]=[CH:51][CH:52]=[CH:53][CH:54]=2)[C@@H:36]([CH2:55][O:56][CH2:57][C:58]2[CH:59]=[CH:60][CH:61]=[CH:62][CH:63]=2)[S:35][C:34]1([C:2]1[CH:3]=[CH:4][C:5]([Cl:19])=[C:6]([CH2:7][C:8]2[CH:17]=[CH:16][C:11]3[O:12][CH2:13][CH2:14][O:15][C:10]=3[CH:9]=2)[CH:18]=1)[OH:64])[C:26]1[CH:31]=[CH:30][CH:29]=[CH:28][CH:27]=1, predict the reactants needed to synthesize it. (6) The reactants are: C([Li])CCC.[NH:6]1[C:14]2[C:9](=[CH:10][CH:11]=[CH:12][CH:13]=2)[CH:8]=[CH:7]1.[I:15]CCI.[NH4+].[Cl-]. Given the product [I:15][C:7]1[NH:6][C:14]2[C:9]([CH:8]=1)=[CH:10][CH:11]=[CH:12][CH:13]=2, predict the reactants needed to synthesize it. (7) Given the product [Br:7][C:8]1[CH:13]=[C:12]([N:1]2[CH2:6][CH2:5][O:4][CH2:3][CH2:2]2)[N:11]=[C:10]([N:1]2[CH2:6][CH2:16][O:19][CH2:3][CH2:2]2)[CH:9]=1, predict the reactants needed to synthesize it. The reactants are: [NH:1]1[CH2:6][CH2:5][O:4][CH2:3][CH2:2]1.[Br:7][C:8]1[CH:13]=[C:12](Cl)[N:11]=[C:10](Cl)[CH:9]=1.[C:16](=[O:19])([O-])[O-].[Cs+].[Cs+].O.